This data is from CYP2C19 inhibition data for predicting drug metabolism from PubChem BioAssay. The task is: Regression/Classification. Given a drug SMILES string, predict its absorption, distribution, metabolism, or excretion properties. Task type varies by dataset: regression for continuous measurements (e.g., permeability, clearance, half-life) or binary classification for categorical outcomes (e.g., BBB penetration, CYP inhibition). Dataset: cyp2c19_veith. (1) The molecule is COC(=O)c1ccccc1NC(=O)c1ccc(COc2ccc(C)c(C)c2)o1. The result is 1 (inhibitor). (2) The drug is CCCn1c(=O)c2[nH]c(-c3ccc(OCC(=O)NCCN)cc3)nc2n(CCC)c1=O. The result is 0 (non-inhibitor). (3) The result is 0 (non-inhibitor). The drug is O=c1c(-c2ccc(Cl)cc2)nc2cnc(N3CCNCC3)nc2n1-c1ccccc1. (4) The drug is CCN1C(=O)[C@H]2CC[C@@H]3/C(=N\OCc4ccccc4)C[C@@H](O)[C@@H](O)[C@@H]3[C@@H]2C1=O. The result is 0 (non-inhibitor). (5) The drug is COCC(=O)N1CCC2(CC1)CN(Cc1ccc(C#N)cc1)C2. The result is 0 (non-inhibitor). (6) The compound is O=C(NC(Cc1ccccc1)C(=O)O)/C(=C\c1ccco1)NC(=O)c1ccc(Br)cc1. The result is 0 (non-inhibitor).